From a dataset of Peptide-MHC class II binding affinity with 134,281 pairs from IEDB. Regression. Given a peptide amino acid sequence and an MHC pseudo amino acid sequence, predict their binding affinity value. This is MHC class II binding data. (1) The peptide sequence is EKVDAAFKVAATAAN. The MHC is DRB1_1501 with pseudo-sequence DRB1_1501. The binding affinity (normalized) is 0.399. (2) The MHC is DRB1_1501 with pseudo-sequence DRB1_1501. The binding affinity (normalized) is 0.406. The peptide sequence is ILKGVINIWGSGLLQ. (3) The peptide sequence is KYYLRLWAPELAKSQ. The MHC is DRB1_0101 with pseudo-sequence DRB1_0101. The binding affinity (normalized) is 1.00. (4) The peptide sequence is GEKWKRQLNQLSKSE. The MHC is DRB1_0401 with pseudo-sequence DRB1_0401. The binding affinity (normalized) is 0.875. (5) The peptide sequence is NTSYRLISCNTSVI. The MHC is DRB5_0101 with pseudo-sequence DRB5_0101. The binding affinity (normalized) is 0.460. (6) The peptide sequence is DSEEPLQGPFNFRFL. The MHC is HLA-DQA10104-DQB10503 with pseudo-sequence HLA-DQA10104-DQB10503. The binding affinity (normalized) is 0. (7) The MHC is DRB1_0901 with pseudo-sequence DRB1_0901. The binding affinity (normalized) is 0.491. The peptide sequence is QSALSEFIKFAEGRR. (8) The peptide sequence is RVLDTVEKWLACGVD. The MHC is HLA-DQA10201-DQB10402 with pseudo-sequence HLA-DQA10201-DQB10402. The binding affinity (normalized) is 0.182.